From a dataset of Catalyst prediction with 721,799 reactions and 888 catalyst types from USPTO. Predict which catalyst facilitates the given reaction. (1) Reactant: [NH2:1][CH2:2][C:3]1[CH:4]=[CH:5][C:6]([CH2:11][N:12]([CH2:23][C:24]2[C:29]([CH3:30])=[CH:28][C:27]([CH3:31])=[CH:26][N:25]=2)[CH:13]2[C:22]3[N:21]=[CH:20][CH:19]=[CH:18][C:17]=3[CH2:16][CH2:15][CH2:14]2)=[C:7]([CH2:9][OH:10])[CH:8]=1.[C:32]1([C@@H:38]([CH2:42][CH3:43])[C:39](O)=[O:40])[CH:37]=[CH:36][CH:35]=[CH:34][CH:33]=1.CCN=C=NCCCN(C)C.C1C=CC2N(O)N=NC=2C=1.CCN(C(C)C)C(C)C. Product: [CH3:30][C:29]1[C:24]([CH2:23][N:12]([CH2:11][C:6]2[CH:5]=[CH:4][C:3]([CH2:2][NH:1][C:39](=[O:40])[CH:38]([C:32]3[CH:37]=[CH:36][CH:35]=[CH:34][CH:33]=3)[CH2:42][CH3:43])=[CH:8][C:7]=2[CH2:9][OH:10])[CH:13]2[C:22]3[N:21]=[CH:20][CH:19]=[CH:18][C:17]=3[CH2:16][CH2:15][CH2:14]2)=[N:25][CH:26]=[C:27]([CH3:31])[CH:28]=1. The catalyst class is: 2. (2) The catalyst class is: 1. Product: [F:35][C:2]([F:34])([F:1])[C:3]1[CH:4]=[C:5]([CH:27]=[C:28]([C:30]([F:33])([F:32])[F:31])[CH:29]=1)[CH2:6][N:7]([C@H:20]1[CH2:24][C@@H:23]([CH2:25][CH3:26])[N:22]([C:37]2[CH:42]=[CH:41][C:40]([C:43]([F:46])([F:45])[F:44])=[CH:39][N:38]=2)[CH2:21]1)[C:8]1[N:9]=[CH:10][C:11]([C:14]2[CH:15]=[N:16][N:17]([CH3:19])[CH:18]=2)=[CH:12][N:13]=1. Reactant: [F:1][C:2]([F:35])([F:34])[C:3]1[CH:4]=[C:5]([CH:27]=[C:28]([C:30]([F:33])([F:32])[F:31])[CH:29]=1)[CH2:6][N:7]([C@H:20]1[CH2:24][C@@H:23]([CH2:25][CH3:26])[NH:22][CH2:21]1)[C:8]1[N:13]=[CH:12][C:11]([C:14]2[CH:15]=[N:16][N:17]([CH3:19])[CH:18]=2)=[CH:10][N:9]=1.Cl[C:37]1[CH:42]=[CH:41][C:40]([C:43]([F:46])([F:45])[F:44])=[CH:39][N:38]=1.C(N(C(C)C)C(C)C)C. (3) Reactant: [CH2:1]([O:3][C:4](=[O:17])[CH2:5][O:6][CH2:7][CH2:8]P(OCC)(OCC)=O)[CH3:2].[Li+].CC([N-]C(C)C)C.[CH3:26][C:27]([C:32]1[CH:37]=[CH:36][CH:35]=[CH:34][CH:33]=1)([CH2:30][CH3:31])[CH:28]=O. Product: [CH2:1]([O:3][C:4](=[O:17])[C:5]([O:6][CH2:7][CH3:8])=[CH:28][C:27]([CH3:26])([C:32]1[CH:37]=[CH:36][CH:35]=[CH:34][CH:33]=1)[CH2:30][CH3:31])[CH3:2]. The catalyst class is: 1. (4) Reactant: [Cl:1][C:2]1[C:23]([Cl:24])=[CH:22][C:5]2[N:6]([C:11]3[CH:16]=[CH:15][C:14]([C:17]([CH3:21])([CH3:20])[C:18]#[N:19])=[CH:13][CH:12]=3)[C:7]([CH2:9][CH3:10])=[N:8][C:4]=2[CH:3]=1.C(Cl)(Cl)Cl.[C:29]1([CH3:41])[CH:34]=[CH:33][C:32]([S:35]([N:38]=[C:39]=[O:40])(=[O:37])=[O:36])=[CH:31][CH:30]=1.C(N(CC)CC)C. Product: [Cl:1][C:2]1[C:23]([Cl:24])=[CH:22][C:5]2[N:6]([C:11]3[CH:12]=[CH:13][C:14]([C:17]([CH3:21])([CH3:20])[CH2:18][NH:19][C:39]([NH:38][S:35]([C:32]4[CH:33]=[CH:34][C:29]([CH3:41])=[CH:30][CH:31]=4)(=[O:37])=[O:36])=[O:40])=[CH:15][CH:16]=3)[C:7]([CH2:9][CH3:10])=[N:8][C:4]=2[CH:3]=1. The catalyst class is: 856.